Task: Regression. Given two drug SMILES strings and cell line genomic features, predict the synergy score measuring deviation from expected non-interaction effect.. Dataset: NCI-60 drug combinations with 297,098 pairs across 59 cell lines (1) Drug 1: CN1CCC(CC1)COC2=C(C=C3C(=C2)N=CN=C3NC4=C(C=C(C=C4)Br)F)OC. Drug 2: CC(CN1CC(=O)NC(=O)C1)N2CC(=O)NC(=O)C2. Cell line: A549. Synergy scores: CSS=49.6, Synergy_ZIP=2.35, Synergy_Bliss=4.99, Synergy_Loewe=8.13, Synergy_HSA=9.36. (2) Drug 1: CC(C1=C(C=CC(=C1Cl)F)Cl)OC2=C(N=CC(=C2)C3=CN(N=C3)C4CCNCC4)N. Drug 2: CCN(CC)CCCC(C)NC1=C2C=C(C=CC2=NC3=C1C=CC(=C3)Cl)OC. Cell line: MALME-3M. Synergy scores: CSS=20.3, Synergy_ZIP=-2.55, Synergy_Bliss=5.64, Synergy_Loewe=4.65, Synergy_HSA=5.03. (3) Drug 1: COC1=C(C=C2C(=C1)N=CN=C2NC3=CC(=C(C=C3)F)Cl)OCCCN4CCOCC4. Drug 2: CC1C(C(CC(O1)OC2CC(CC3=C2C(=C4C(=C3O)C(=O)C5=C(C4=O)C(=CC=C5)OC)O)(C(=O)CO)O)N)O.Cl. Cell line: SK-OV-3. Synergy scores: CSS=37.5, Synergy_ZIP=0.146, Synergy_Bliss=4.52, Synergy_Loewe=-1.16, Synergy_HSA=7.04. (4) Drug 2: C1C(C(OC1N2C=NC3=C2NC=NCC3O)CO)O. Cell line: SK-MEL-5. Drug 1: C1=CN(C=N1)CC(O)(P(=O)(O)O)P(=O)(O)O. Synergy scores: CSS=13.7, Synergy_ZIP=-3.17, Synergy_Bliss=-2.34, Synergy_Loewe=3.60, Synergy_HSA=0.841.